This data is from Reaction yield outcomes from USPTO patents with 853,638 reactions. The task is: Predict the reaction yield, written as a fraction of the theoretical maximum amount of product (1.0 means a 100% yield; for example, 0.34 means a 34% yield). The reactants are [Br:1][C:2]1[CH:3]=[C:4](I)[CH:5]=[CH:6][CH:7]=1.[C:9]1([C:15]2[CH:33]=[C:32](B(O)O)[C:18]3[O:19][C:20]4[CH:25]=[CH:24][C:23]([C:26]5[CH:31]=[CH:30][CH:29]=[CH:28][CH:27]=5)=[CH:22][C:21]=4[C:17]=3[CH:16]=2)[CH:14]=[CH:13][CH:12]=[CH:11][CH:10]=1.C(=O)([O-])[O-].[Na+].[Na+]. The catalyst is C1(C)C=CC=CC=1.C1C=CC([P]([Pd]([P](C2C=CC=CC=2)(C2C=CC=CC=2)C2C=CC=CC=2)([P](C2C=CC=CC=2)(C2C=CC=CC=2)C2C=CC=CC=2)[P](C2C=CC=CC=2)(C2C=CC=CC=2)C2C=CC=CC=2)(C2C=CC=CC=2)C2C=CC=CC=2)=CC=1. The product is [Br:1][C:2]1[CH:3]=[C:4]([C:25]2[C:20]3[O:19][C:18]4[CH:32]=[CH:33][C:15]([C:9]5[CH:14]=[CH:13][CH:12]=[CH:11][CH:10]=5)=[CH:16][C:17]=4[C:21]=3[CH:22]=[C:23]([C:26]3[CH:27]=[CH:28][CH:29]=[CH:30][CH:31]=3)[CH:24]=2)[CH:5]=[CH:6][CH:7]=1. The yield is 0.440.